Dataset: Forward reaction prediction with 1.9M reactions from USPTO patents (1976-2016). Task: Predict the product of the given reaction. Given the reactants [CH2:1]([O:8][C:9](=[O:48])[N:10]([CH2:17][C:18]1[CH:47]=[CH:46][C:21]2[N:22]([CH:35]3[CH2:40][CH2:39][CH2:38][N:37]([C:41](=[O:45])[CH2:42][C:43]#[N:44])[CH2:36]3)[C:23]([NH:25][C:26](=[O:34])[C:27]3[CH:32]=[CH:31][C:30]([Cl:33])=[CH:29][CH:28]=3)=[N:24][C:20]=2[CH:19]=1)[C@H:11]([C:13]([CH3:16])([CH3:15])[CH3:14])[CH3:12])[C:2]1[CH:7]=[CH:6][CH:5]=[CH:4][CH:3]=1.[CH3:49][C:50]([NH:54][C:55](=[O:61])[O:56][C:57]([CH3:60])([CH3:59])[CH3:58])([CH3:53])[CH:51]=O.N1CCCCC1, predict the reaction product. The product is: [C:57]([O:56][C:55]([NH:54][C:50]([CH3:53])([CH3:51])[CH:49]=[C:42]([C:43]#[N:44])[C:41]([N:37]1[CH2:38][CH2:39][CH2:40][CH:35]([N:22]2[C:21]3[CH:46]=[CH:47][C:18]([CH2:17][N:10]([C@@H:11]([CH3:12])[C:13]([CH3:15])([CH3:16])[CH3:14])[C:9](=[O:48])[O:8][CH2:1][C:2]4[CH:7]=[CH:6][CH:5]=[CH:4][CH:3]=4)=[CH:19][C:20]=3[N:24]=[C:23]2[NH:25][C:26](=[O:34])[C:27]2[CH:28]=[CH:29][C:30]([Cl:33])=[CH:31][CH:32]=2)[CH2:36]1)=[O:45])=[O:61])([CH3:60])([CH3:59])[CH3:58].